Dataset: Full USPTO retrosynthesis dataset with 1.9M reactions from patents (1976-2016). Task: Predict the reactants needed to synthesize the given product. (1) Given the product [O:21]=[C:19]([NH:28][CH2:26][CH:25]=[CH2:24])[CH2:18][CH2:17][CH2:16][CH2:15][CH2:14][CH2:13][CH2:12][NH:11][C:9](=[O:10])[O:8][CH2:1][C:2]1[CH:3]=[CH:4][CH:5]=[CH:6][CH:7]=1, predict the reactants needed to synthesize it. The reactants are: [CH2:1]([O:8][C:9]([NH:11][CH2:12][CH2:13][CH2:14][CH2:15][CH2:16][CH2:17][CH2:18][C:19]([OH:21])=O)=[O:10])[C:2]1[CH:7]=[CH:6][CH:5]=[CH:4][CH:3]=1.C1C=[CH:24][C:25]2N(O)N=[N:28][C:26]=2C=1.C(Cl)CCl.CCN(C(C)C)C(C)C.C(N)C=C. (2) Given the product [F:20][C:15]1[CH:16]=[CH:17][CH:18]=[CH:19][C:14]=1[C:11]1[CH:12]=[CH:13][C:8]2[N:7]=[C:24]([C:26]3[CH:31]=[CH:30][N:29]=[C:28]([N:32]4[CH:36]=[CH:35][N:34]=[CH:33]4)[CH:27]=3)[CH2:23][C:22](=[O:37])[NH:21][C:9]=2[CH:10]=1, predict the reactants needed to synthesize it. The reactants are: C(OC(=O)[NH:7][C:8]1[CH:13]=[CH:12][C:11]([C:14]2[CH:19]=[CH:18][CH:17]=[CH:16][C:15]=2[F:20])=[CH:10][C:9]=1[NH:21][C:22](=[O:37])[CH2:23][C:24]([C:26]1[CH:31]=[CH:30][N:29]=[C:28]([N:32]2[CH:36]=[CH:35][N:34]=[CH:33]2)[CH:27]=1)=O)(C)(C)C.C(O)(C(F)(F)F)=O. (3) Given the product [S:1]1[C:5]2[CH:6]=[CH:7][CH:8]=[CH:9][C:4]=2[C:3]([CH2:10][CH2:11][C:12]([Cl:17])=[O:14])=[CH:2]1, predict the reactants needed to synthesize it. The reactants are: [S:1]1[C:5]2[CH:6]=[CH:7][CH:8]=[CH:9][C:4]=2[C:3]([CH2:10][CH2:11][C:12]([OH:14])=O)=[CH:2]1.S(Cl)([Cl:17])=O. (4) Given the product [CH2:1]([O:8][CH2:9][C@H:10]1[NH:15][CH2:14][CH2:13][N:12]([CH3:17])[CH2:11]1)[C:2]1[CH:3]=[CH:4][CH:5]=[CH:6][CH:7]=1, predict the reactants needed to synthesize it. The reactants are: [CH2:1]([O:8][CH2:9][C@H:10]1[NH:15][C:14](=O)[CH2:13][N:12]([CH3:17])[C:11]1=O)[C:2]1[CH:7]=[CH:6][CH:5]=[CH:4][CH:3]=1.[OH-].[Na+]. (5) Given the product [C:12]1([C:2]2[CH:7]=[CH:6][CH:5]=[CH:4][C:3]=2[C:8]([F:11])([F:10])[F:9])[CH2:17][CH2:16][CH2:15][CH2:14][CH:13]=1, predict the reactants needed to synthesize it. The reactants are: Br[C:2]1[CH:7]=[CH:6][CH:5]=[CH:4][C:3]=1[C:8]([F:11])([F:10])[F:9].[C:12]1(=O)[CH2:17][CH2:16][CH2:15][CH2:14][CH2:13]1. (6) Given the product [Cl:1][C:2]1[CH:7]=[C:6]([OH:22])[CH:5]=[N:4][C:3]=1[O:17][CH2:18][CH:19]([CH3:21])[CH3:20], predict the reactants needed to synthesize it. The reactants are: [Cl:1][C:2]1[C:3]([O:17][CH2:18][CH:19]([CH3:21])[CH3:20])=[N:4][CH:5]=[C:6](B2OC(C)(C)C(C)(C)O2)[CH:7]=1.[OH:22]O. (7) Given the product [CH:31]1([CH2:36][NH:37][C:19](=[O:20])[C:18]2[CH:22]=[CH:23][C:15]([N:13]3[CH2:12][C:10]4[CH2:11][N:7]([C:5](=[O:6])[C:4]5[CH:24]=[CH:25][CH:26]=[CH:27][C:3]=5[C:2]([F:28])([F:29])[F:1])[CH2:8][C:9]=4[CH2:14]3)=[N:16][CH:17]=2)[CH2:35][CH2:34][CH2:33][CH2:32]1, predict the reactants needed to synthesize it. The reactants are: [F:1][C:2]([F:29])([F:28])[C:3]1[CH:27]=[CH:26][CH:25]=[CH:24][C:4]=1[C:5]([N:7]1[CH2:11][C:10]2[CH2:12][N:13]([C:15]3[CH:23]=[CH:22][C:18]([C:19](O)=[O:20])=[CH:17][N:16]=3)[CH2:14][C:9]=2[CH2:8]1)=[O:6].Cl.[CH:31]1([CH2:36][NH2:37])[CH2:35][CH2:34][CH2:33][CH2:32]1. (8) Given the product [F:1][C:2]([F:9])([F:8])[C:3]1[S:4][C:5]([S:11]([Cl:10])(=[O:13])=[O:12])=[CH:6][CH:7]=1, predict the reactants needed to synthesize it. The reactants are: [F:1][C:2]([F:9])([F:8])[C:3]1[S:4][CH:5]=[CH:6][CH:7]=1.[Cl:10][S:11](O)(=[O:13])=[O:12].S(Cl)(Cl)(=O)=O.